This data is from Peptide-MHC class I binding affinity with 185,985 pairs from IEDB/IMGT. The task is: Regression. Given a peptide amino acid sequence and an MHC pseudo amino acid sequence, predict their binding affinity value. This is MHC class I binding data. The peptide sequence is MAAEQRRSTI. The MHC is HLA-A02:01 with pseudo-sequence HLA-A02:01. The binding affinity (normalized) is 0.00867.